This data is from Forward reaction prediction with 1.9M reactions from USPTO patents (1976-2016). The task is: Predict the product of the given reaction. Given the reactants C1(C)C=CC=CC=1.[NH2:8][C:9]1[CH:18]=[C:17]([Br:19])[CH:16]=[CH:15][C:10]=1[C:11]([O:13][CH3:14])=[O:12].[F:20][C:21]1[CH:26]=[CH:25][C:24](I)=[CH:23][CH:22]=1.C(=O)([O-])[O-].[Cs+].[Cs+], predict the reaction product. The product is: [Br:19][C:17]1[CH:16]=[CH:15][C:10]([C:11]([O:13][CH3:14])=[O:12])=[C:9]([NH:8][C:24]2[CH:25]=[CH:26][C:21]([F:20])=[CH:22][CH:23]=2)[CH:18]=1.